The task is: Predict the reactants needed to synthesize the given product.. This data is from Full USPTO retrosynthesis dataset with 1.9M reactions from patents (1976-2016). The reactants are: [NH2:1][C:2]1[CH:3]=[CH:4][C:5]([O:8][C:9](=[O:18])[N:10]([CH3:17])[C:11]2[CH:16]=[CH:15][CH:14]=[CH:13][CH:12]=2)=[N:6][CH:7]=1.[F:19][C:20]1[C:28]([C:29]([F:32])([F:31])[F:30])=[CH:27][CH:26]=[CH:25][C:21]=1[C:22](Cl)=[O:23].C(N(CC)CC)C.ClCCl. Given the product [F:19][C:20]1[C:28]([C:29]([F:30])([F:31])[F:32])=[CH:27][CH:26]=[CH:25][C:21]=1[C:22]([NH:1][C:2]1[CH:3]=[CH:4][C:5]([O:8][C:9](=[O:18])[N:10]([CH3:17])[C:11]2[CH:16]=[CH:15][CH:14]=[CH:13][CH:12]=2)=[N:6][CH:7]=1)=[O:23], predict the reactants needed to synthesize it.